Predict which catalyst facilitates the given reaction. From a dataset of Catalyst prediction with 721,799 reactions and 888 catalyst types from USPTO. (1) Reactant: [OH:1][C:2]1[CH:12]=[CH:11][C:5]([CH:6]=[CH:7][C:8]([OH:10])=[O:9])=[CH:4][C:3]=1[O:13][CH3:14].C(O)(=O)/C=C/C1C=CC(O)=[C:20]([O:21]C)[CH:19]=1.C(OC(=O)C)(=O)C.Cl. Product: [C:20]([O:1][C:2]1[CH:12]=[CH:11][C:5]([CH:6]=[CH:7][C:8]([OH:10])=[O:9])=[CH:4][C:3]=1[O:13][CH3:14])(=[O:21])[CH3:19]. The catalyst class is: 17. (2) The catalyst class is: 8. Reactant: [CH3:1][O:2][C:3]1[CH:12]=[C:11]2[C:6]([CH:7]=[CH:8][C:9](=[O:36])[N:10]2[CH2:13][CH2:14][CH2:15][C:16]2([C:31]([O:33]CC)=[O:32])[CH2:21][CH2:20][N:19]([CH2:22][CH2:23][CH2:24][C:25]3[CH:30]=[CH:29][CH:28]=[CH:27][CH:26]=3)[CH2:18][CH2:17]2)=[CH:5][CH:4]=1.[OH-].[Na+]. Product: [CH3:1][O:2][C:3]1[CH:12]=[C:11]2[C:6]([CH:7]=[CH:8][C:9](=[O:36])[N:10]2[CH2:13][CH2:14][CH2:15][C:16]2([C:31]([OH:33])=[O:32])[CH2:17][CH2:18][N:19]([CH2:22][CH2:23][CH2:24][C:25]3[CH:30]=[CH:29][CH:28]=[CH:27][CH:26]=3)[CH2:20][CH2:21]2)=[CH:5][CH:4]=1. (3) Reactant: [C:1]1([CH:7]2[CH2:12][NH:11][CH2:10][CH2:9][NH:8]2)[CH:6]=[CH:5][CH:4]=[CH:3][CH:2]=1.C(N(CC)CC)C.C1(O[C:27](=[N:36][C:37]#[N:38])[NH:28][C:29]2[CH:34]=[CH:33][CH:32]=[CH:31][C:30]=2[CH3:35])C=CC=CC=1. Product: [C:37]([N:36]=[C:27]([N:11]1[CH2:10][CH2:9][NH:8][CH:7]([C:1]2[CH:2]=[CH:3][CH:4]=[CH:5][CH:6]=2)[CH2:12]1)[NH:28][C:29]1[CH:34]=[CH:33][CH:32]=[CH:31][C:30]=1[CH3:35])#[N:38]. The catalyst class is: 10. (4) Reactant: [F:1][C:2]1[CH:7]=[C:6]([CH3:8])[CH:5]=[CH:4][C:3]=1[NH:9][C:10]1[C:19]2[C:14](=[CH:15][C:16]([O:26][CH3:27])=[C:17]([N:20]3[CH2:25][CH2:24][NH:23][CH2:22][CH2:21]3)[CH:18]=2)[N:13]=[N:12][C:11]=1[C:28]([NH2:30])=[O:29].Br[CH2:32][CH2:33][S:34]([CH3:37])(=[O:36])=[O:35].C(N(CC)C(C)C)(C)C.O. Product: [F:1][C:2]1[CH:7]=[C:6]([CH3:8])[CH:5]=[CH:4][C:3]=1[NH:9][C:10]1[C:19]2[C:14](=[CH:15][C:16]([O:26][CH3:27])=[C:17]([N:20]3[CH2:21][CH2:22][N:23]([CH2:32][CH2:33][S:34]([CH3:37])(=[O:36])=[O:35])[CH2:24][CH2:25]3)[CH:18]=2)[N:13]=[N:12][C:11]=1[C:28]([NH2:30])=[O:29]. The catalyst class is: 2. (5) Reactant: [F:1][C:2]1[CH:7]=[CH:6][C:5]([C:8]2[C:12]3[C:13]([CH3:30])=[C:14]([NH:19][C:20](=O)[C:21]4[CH:26]=[CH:25][C:24]([O:27][CH3:28])=[CH:23][CH:22]=4)[C:15]([CH3:18])=[C:16]([CH3:17])[C:11]=3[O:10][C:9]=2[CH3:31])=[CH:4][CH:3]=1. Product: [CH3:28][O:27][C:24]1[CH:23]=[CH:22][C:21]([CH2:20][NH:19][C:14]2[C:15]([CH3:18])=[C:16]([CH3:17])[C:11]3[O:10][C:9]([CH3:31])=[C:8]([C:5]4[CH:6]=[CH:7][C:2]([F:1])=[CH:3][CH:4]=4)[C:12]=3[C:13]=2[CH3:30])=[CH:26][CH:25]=1. The catalyst class is: 8. (6) Reactant: [N:1]1([CH2:7][C:8]2[CH:13]=[CH:12][C:11]([N:14]3[CH:18]=[C:17]([C:19]4[C:27]5[C:22](=[CH:23][CH:24]=[C:25]([C:28]([O:30]C)=[O:29])[CH:26]=5)[NH:21][N:20]=4)[N:16]=[N:15]3)=[CH:10][CH:9]=2)[CH2:6][CH2:5][O:4][CH2:3][CH2:2]1.[OH-].[Li+].Cl. The catalyst class is: 20. Product: [N:1]1([CH2:7][C:8]2[CH:13]=[CH:12][C:11]([N:14]3[CH:18]=[C:17]([C:19]4[C:27]5[C:22](=[CH:23][CH:24]=[C:25]([C:28]([OH:30])=[O:29])[CH:26]=5)[NH:21][N:20]=4)[N:16]=[N:15]3)=[CH:10][CH:9]=2)[CH2:2][CH2:3][O:4][CH2:5][CH2:6]1. (7) Reactant: [Cl:1][C:2]1[CH:10]=[CH:9][C:5]([C:6](Cl)=[O:7])=[CH:4][N:3]=1.[NH2:11][C:12]1[CH:13]=[C:14]([C:19]([N:21]2[CH2:26][CH2:25][CH:24]([C:27]3[CH:32]=[CH:31][C:30]([N:33]4[CH:37]=[CH:36][N:35]=[CH:34]4)=[CH:29][CH:28]=3)[C:23]([CH3:39])([CH3:38])[CH2:22]2)=[O:20])[CH:15]=[CH:16][C:17]=1[CH3:18].N1C=CC=CC=1. Product: [N:33]1([C:30]2[CH:31]=[CH:32][C:27]([CH:24]3[CH2:25][CH2:26][N:21]([C:19]([C:14]4[CH:15]=[CH:16][C:17]([CH3:18])=[C:12]([NH:11][C:6](=[O:7])[C:5]5[CH:9]=[CH:10][C:2]([Cl:1])=[N:3][CH:4]=5)[CH:13]=4)=[O:20])[CH2:22][C:23]3([CH3:39])[CH3:38])=[CH:28][CH:29]=2)[CH:37]=[CH:36][N:35]=[CH:34]1. The catalyst class is: 797.